Task: Predict the product of the given reaction.. Dataset: Forward reaction prediction with 1.9M reactions from USPTO patents (1976-2016) (1) Given the reactants [Cl:1][C:2]1[CH:3]=[C:4]([CH:17]=[CH:18][C:19]=1[Cl:20])[CH2:5][NH:6][C:7]([NH:9][C:10]1[S:11][CH:12]=[C:13]([CH2:15]I)[N:14]=1)=[O:8].[CH:21]([NH2:24])([CH3:23])[CH3:22], predict the reaction product. The product is: [Cl:1][C:2]1[CH:3]=[C:4]([CH:17]=[CH:18][C:19]=1[Cl:20])[CH2:5][NH:6][C:7]([NH:9][C:10]1[S:11][CH:12]=[C:13]([CH2:15][NH:24][CH:21]([CH3:23])[CH3:22])[N:14]=1)=[O:8]. (2) Given the reactants O[CH2:2][C:3]1[C:12]([C:13]2[CH:18]=[CH:17][CH:16]=[CH:15][C:14]=2[O:19][CH3:20])=[CH:11][CH:10]=[C:9]2[C:4]=1[C:5]([CH3:23])=[CH:6][C:7]([CH3:22])([CH3:21])[NH:8]2.C(N(CC)CC)C.CS([Cl:35])(=O)=O.C(OCC)(=O)C, predict the reaction product. The product is: [Cl:35][CH2:2][C:3]1[C:12]([C:13]2[CH:18]=[CH:17][CH:16]=[CH:15][C:14]=2[O:19][CH3:20])=[CH:11][CH:10]=[C:9]2[C:4]=1[C:5]([CH3:23])=[CH:6][C:7]([CH3:22])([CH3:21])[NH:8]2. (3) Given the reactants [CH2:1]([O:8][CH2:9][C@@H:10]([O:22][C:23]1[CH:28]=[CH:27][C:26]([F:29])=[C:25]([C:30]#[N:31])[C:24]=1[F:32])[C:11]([NH:13][C:14]1[C:15](Cl)=[N:16][CH:17]=[C:18]([Cl:20])[CH:19]=1)=O)[C:2]1[CH:7]=[CH:6][CH:5]=[CH:4][CH:3]=1.P12(SP3(SP(SP(S3)(S1)=S)(=S)S2)=S)=[S:34], predict the reaction product. The product is: [CH2:1]([O:8][CH2:9][C@H:10]([C:11]1[S:34][C:15]2[C:14]([N:13]=1)=[CH:19][C:18]([Cl:20])=[CH:17][N:16]=2)[O:22][C:23]1[C:24]([F:32])=[C:25]([C:26]([F:29])=[CH:27][CH:28]=1)[C:30]#[N:31])[C:2]1[CH:7]=[CH:6][CH:5]=[CH:4][CH:3]=1. (4) Given the reactants COC(=O)C.C[O:7][C:8](=O)[CH2:9][O:10][C:11]1[CH:12]=[C:13]2[C:18](=[CH:19][CH:20]=1)[N:17]([C:21](=[O:29])[C:22]1[CH:27]=[CH:26][C:25]([F:28])=[CH:24][CH:23]=1)[C@@H:16]([CH3:30])[CH2:15][C@H:14]2[N:31]([C:36]1[CH:41]=[CH:40][C:39]([Cl:42])=[CH:38][CH:37]=1)[C:32](=[O:35])[CH2:33][CH3:34].[NH3:44], predict the reaction product. The product is: [C:8]([CH2:9][O:10][C:11]1[CH:12]=[C:13]2[C:18](=[CH:19][CH:20]=1)[N:17]([C:21](=[O:29])[C:22]1[CH:23]=[CH:24][C:25]([F:28])=[CH:26][CH:27]=1)[C@@H:16]([CH3:30])[CH2:15][C@H:14]2[N:31]([C:36]1[CH:37]=[CH:38][C:39]([Cl:42])=[CH:40][CH:41]=1)[C:32](=[O:35])[CH2:33][CH3:34])(=[O:7])[NH2:44]. (5) Given the reactants [CH:1]([N:4]1[C:8]([C:9]2[N:18]=[C:17]3[N:11]([CH2:12][CH2:13][O:14][C:15]4[CH:22]=[C:21]([O:23][C:24]([C:29]5[CH:34]=[CH:33][CH:32]=[CH:31][CH:30]=5)([CH2:27][OH:28])[CH2:25][OH:26])[CH:20]=[CH:19][C:16]=43)[CH:10]=2)=[N:7][C:6]([CH3:35])=[N:5]1)([CH3:3])[CH3:2].CCN(CC)CC.[CH3:43][S:44](Cl)(=[O:46])=[O:45], predict the reaction product. The product is: [CH:1]([N:4]1[C:8]([C:9]2[N:18]=[C:17]3[N:11]([CH2:12][CH2:13][O:14][C:15]4[CH:22]=[C:21]([O:23][C:24]([C:29]5[CH:30]=[CH:31][CH:32]=[CH:33][CH:34]=5)([CH2:27][O:28][S:44]([CH3:43])(=[O:46])=[O:45])[CH2:25][O:26][S:44]([CH3:43])(=[O:46])=[O:45])[CH:20]=[CH:19][C:16]=43)[CH:10]=2)=[N:7][C:6]([CH3:35])=[N:5]1)([CH3:3])[CH3:2]. (6) Given the reactants [Si:1]([O:8][CH:9]1[CH2:13][CH2:12][CH2:11][C:10]21[CH2:21][C:20]1[N:19]([CH2:22][O:23][CH2:24][CH2:25][Si:26]([CH3:29])([CH3:28])[CH3:27])[N:18]=[C:17]([C:30](O)=[O:31])[C:16]=1[CH2:15][CH2:14]2)([C:4]([CH3:7])([CH3:6])[CH3:5])([CH3:3])[CH3:2].[CH2:33]([N:40]1[CH:44]=[C:43]([NH2:45])[CH:42]=[N:41]1)[C:34]1[CH:39]=[CH:38][CH:37]=[CH:36][CH:35]=1.F[B-](F)(F)F.N1(OC(N(C)C)=[N+](C)C)C2C=CC=CC=2N=N1.C(N(C(C)C)C(C)C)C, predict the reaction product. The product is: [CH2:33]([N:40]1[CH:44]=[C:43]([NH:45][C:30]([C:17]2[C:16]3[CH2:15][CH2:14][C:10]4([CH2:11][CH2:12][CH2:13][CH:9]4[O:8][Si:1]([C:4]([CH3:5])([CH3:6])[CH3:7])([CH3:2])[CH3:3])[CH2:21][C:20]=3[N:19]([CH2:22][O:23][CH2:24][CH2:25][Si:26]([CH3:28])([CH3:29])[CH3:27])[N:18]=2)=[O:31])[CH:42]=[N:41]1)[C:34]1[CH:35]=[CH:36][CH:37]=[CH:38][CH:39]=1. (7) Given the reactants [NH3:1].CCO.F[C:6]1[C:13]([N+:14]([O-:16])=[O:15])=[CH:12][CH:11]=[C:10]([F:17])[C:7]=1[C:8]#[N:9], predict the reaction product. The product is: [NH2:1][C:6]1[C:13]([N+:14]([O-:16])=[O:15])=[CH:12][CH:11]=[C:10]([F:17])[C:7]=1[C:8]#[N:9]. (8) Given the reactants [F:1][C:2]1[CH:11]=[CH:10][C:5]([C:6]([O:8][CH3:9])=[O:7])=[C:4]([CH3:12])[CH:3]=1.[N+:13]([O-])([O-:15])=[O:14].[K+], predict the reaction product. The product is: [F:1][C:2]1[C:11]([N+:13]([O-:15])=[O:14])=[CH:10][C:5]([C:6]([O:8][CH3:9])=[O:7])=[C:4]([CH3:12])[CH:3]=1. (9) Given the reactants O.[OH-].[Li+].C[O:5][C:6]([C:8]1[N:12]([CH2:13][C:14]2[CH:19]=[CH:18][C:17]([C:20]3[CH:25]=[CH:24][CH:23]=[CH:22][C:21]=3[C:26]3[NH:30][C:29](=[O:31])[O:28][N:27]=3)=[CH:16][CH:15]=2)[C:11]([CH2:32][CH2:33][CH2:34][CH3:35])=[N:10][C:9]=1[C:36]1[CH:41]=[CH:40][C:39]([F:42])=[CH:38][CH:37]=1)=[O:7].Cl, predict the reaction product. The product is: [CH2:32]([C:11]1[N:12]([CH2:13][C:14]2[CH:19]=[CH:18][C:17]([C:20]3[CH:25]=[CH:24][CH:23]=[CH:22][C:21]=3[C:26]3[NH:30][C:29](=[O:31])[O:28][N:27]=3)=[CH:16][CH:15]=2)[C:8]([C:6]([OH:7])=[O:5])=[C:9]([C:36]2[CH:41]=[CH:40][C:39]([F:42])=[CH:38][CH:37]=2)[N:10]=1)[CH2:33][CH2:34][CH3:35].